From a dataset of Full USPTO retrosynthesis dataset with 1.9M reactions from patents (1976-2016). Predict the reactants needed to synthesize the given product. (1) Given the product [NH:27]1[C:23]2[CH:22]=[CH:21][N:20]=[C:19]([N:16]3[CH2:17][CH2:18][N:13]([CH2:12][CH2:11][C:5]4[C:4]5[C:8](=[CH:9][CH:10]=[C:2]([CH:35]=[O:36])[CH:3]=5)[NH:7][CH:6]=4)[CH2:14][CH2:15]3)[C:24]=2[CH:25]=[CH:26]1, predict the reactants needed to synthesize it. The reactants are: Br[C:2]1[CH:3]=[C:4]2[C:8](=[CH:9][CH:10]=1)[NH:7][CH:6]=[C:5]2[CH2:11][CH2:12][N:13]1[CH2:18][CH2:17][N:16]([C:19]2[C:24]3[CH:25]=[CH:26][NH:27][C:23]=3[CH:22]=[CH:21][N:20]=2)[CH2:15][CH2:14]1.C([Li])(C)(C)C.CN(C)[CH:35]=[O:36].[NH4+].[Cl-]. (2) Given the product [CH3:30][C:26]1[N:25]=[C:24]([NH:23][C:2]2[N:3]=[CH:4][C:5]([C:18]3[CH:19]=[N:14][CH:15]=[N:16][CH:17]=3)=[C:6]3[C:11]=2[N:10]=[C:9]([CH3:12])[CH:8]=[CH:7]3)[CH:29]=[CH:28][N:27]=1, predict the reactants needed to synthesize it. The reactants are: Cl[C:2]1[N:3]=[CH:4][C:5](I)=[C:6]2[C:11]=1[N:10]=[C:9]([CH3:12])[CH:8]=[CH:7]2.[N:14]1[CH:19]=[C:18](B(O)O)[CH:17]=[N:16][CH:15]=1.[NH2:23][C:24]1[CH:29]=[CH:28][N:27]=[C:26]([CH3:30])[N:25]=1. (3) The reactants are: [C:1]([O:5][C:6](=[O:13])[NH:7][CH2:8][CH2:9][CH2:10][CH2:11][NH2:12])([CH3:4])([CH3:3])[CH3:2].[BH-](OC(C)=O)(OC(C)=O)OC(C)=O.[Na+].[Cl:28][C:29]1[CH:30]=[C:31]([CH3:37])[C:32]([CH:35]=O)=[N:33][CH:34]=1. Given the product [C:1]([O:5][C:6](=[O:13])[NH:7][CH2:8][CH2:9][CH2:10][CH2:11][NH:12][CH2:35][C:32]1[C:31]([CH3:37])=[CH:30][C:29]([Cl:28])=[CH:34][N:33]=1)([CH3:4])([CH3:2])[CH3:3], predict the reactants needed to synthesize it. (4) Given the product [CH3:1][C:2]1[C:3]([C:8]#[N:9])=[N+:4]([O-:10])[CH:5]=[CH:6][CH:7]=1, predict the reactants needed to synthesize it. The reactants are: [CH3:1][C:2]1[C:3]([C:8]#[N:9])=[N:4][CH:5]=[CH:6][CH:7]=1.[OH:10]O. (5) Given the product [O:2]=[C:3]1[NH:20][C:19]2[CH:18]=[C:13]([C:14]([O:16][CH3:17])=[O:15])[CH:12]=[N:11][C:10]=2[N:6]2[CH2:7][CH2:8][CH2:9][C@@H:5]12, predict the reactants needed to synthesize it. The reactants are: C[O:2][C:3]([C@@H:5]1[CH2:9][CH2:8][CH2:7][N:6]1[C:10]1[C:19]([N+:20]([O-])=O)=[CH:18][C:13]([C:14]([O:16][CH3:17])=[O:15])=[CH:12][N:11]=1)=O.P(OC1C=CC=CC=1)(OC1C=CC=CC=1)OC1C=CC=CC=1.